This data is from Forward reaction prediction with 1.9M reactions from USPTO patents (1976-2016). The task is: Predict the product of the given reaction. Given the reactants [NH:1]1[CH:5]=[CH:4][N:3]=[CH:2]1.[C:6](=O)(O)[O-].[Na+].[OH2:11].[C:12](OC(=O)C)(=[O:14])[CH3:13], predict the reaction product. The product is: [C:2]([NH:3]/[CH:4]=[CH:5]\[NH:1][C:12](=[O:14])[CH3:13])(=[O:11])[CH3:6].